From a dataset of Experimentally validated miRNA-target interactions with 360,000+ pairs, plus equal number of negative samples. Binary Classification. Given a miRNA mature sequence and a target amino acid sequence, predict their likelihood of interaction. (1) The protein sequence of the target gene is MEEPQAGDAARFSCPPNFTAKPPASESPRFSLEALTGPDTELWLIQAPADFAPECFNGRHVPLSGSQIVKGKLAGKRHRYRVLSSCPQAGEATLLAPSTEAGGGLTCASAPQGTLRILEGPQQSLSGSPLQPIPASPPPQIPPGLRPRFCAFGGNPPVTGPRSALAPNLLTSGKKKKEMQVTEAPVTQEAVNGHGALEVDMALGSPEMDVRKKKKKKNQQLKEPEAAGPVGTEPTVETLEPLGVLFPSTTKKRKKPKGKETFEPEDKTVKQEQINTEPLEDTVLSPTKKRKRQKGTEGME.... The miRNA is hsa-miR-1225-5p with sequence GUGGGUACGGCCCAGUGGGGGG. Result: 1 (interaction). (2) The miRNA is hsa-miR-196a-5p with sequence UAGGUAGUUUCAUGUUGUUGGG. The protein sequence of the target gene is MHPHRDPRGLWLLLPSLSLLLFEVARAGRAVVSCPAACLCASNILSCSKQQLPNVPHSLPSYTALLDLSHNNLSRLRAEWTPTRLTQLHSLLLSHNHLNFISSEAFSPVPNLRYLDLSSNQLRTLDEFLFSDLQVLEVLLLYNNHIMAVDRCAFDDMAQLQKLYLSQNQISRFPLELVKEGAKLPKLTLLDLSSNKLKNLPLPDLQKLPAWIKNGLYLHNNPLNCDCELYQLFSHWQYRQLSSVMDFQEDLYCMNSKKLHNVFNLSFLNCGEYKERAWEAHLGDTLIIKCDTKQQGMTKV.... Result: 0 (no interaction). (3) The miRNA is mmu-miR-1895 with sequence CCCCCGAGGAGGACGAGGAGGA. The protein sequence of the target gene is MALLFSLILAICTRPGFLASPSGVRLVGGLHRCEGRVEVEQKGQWGTVCDDGWDIKDVAVLCRELGCGAASGTPSGILYEPPAEKEQKVLIQSVSCTGTEDTLAQCEQEEVYDCSHDEDAGASCENPESSFSPVPEGVRLADGPGHCKGRVEVKHQNQWYTVCQTGWSLRAAKVVCRQLGCGRAVLTQKRCNKHAYGRKPIWLSQMSCSGREATLQDCPSGPWGKNTCNHDEDTWVECEDPFDLRLVGGDNLCSGRLEVLHKGVWGSVCDDNWGEKEDQVVCKQLGCGKSLSPSFRDRKC.... Result: 0 (no interaction). (4) The miRNA is hsa-miR-4436a with sequence GCAGGACAGGCAGAAGUGGAU. The protein sequence of the target gene is MALNKNHSEGGGVIVNNTESILMSYDHVELTFNDMKNVPEAFKGTKKGTVYLTPYRVIFLSKGKDAMQSFMMPFYLMKDCEIKQPVFGANYIKGTVKAEAGGGWEGSASYKLTFTAGGAIEFGQRMLQVASQASRGEVPSGAYGYSYMPSGAYVYPPPVANGMYPCPPGYPYPPPPPEFYPGPPMMDGAMGYVQPPPPPYPGPMEPPVSGPDVPSTPAAEAKAAEAAASAYYNPGNPHNVYMPTSQPPPPPYYPPEDKKTQ. Result: 1 (interaction). (5) The miRNA is hsa-miR-3177-5p with sequence UGUGUACACACGUGCCAGGCGCU. The protein sequence of the target gene is MTGQGQSASGSSAWSTVFRHVRYENLIAGVSGGVLSNLALHPLDLVKIRFAVSDGLELRPKYNGILHCLTTIWKLDGLRGLYQGVTPNIWGAGLSWGLYFFFYNAIKSYKTEGRAERLEATEYLVSAAEAGAMTLCITNPLWVTKTRLMLQYDAVVNSPHRQYKGMFDTLVKIYKYEGVRGLYKGFVPGLFGTSHGALQFMAYELLKLKYNQHINRLPEAQLSTVEYISVAALSKIFAVAATYPYQVVRARLQDQHMFYSGVIDVITKTWRKEGVGGFYKGIAPNLIRVTPACCITFVVY.... Result: 0 (no interaction). (6) The miRNA is cel-miR-798 with sequence UAAGCCUUACAUAUUGACUGA. The protein sequence of the target gene is MAGPGSLCCASRGASALLATALLYAALGDVVRSEQQIPLSVVKLWASAFGGEIKSIAAKYSGSQLLQKKYKEYEKDVAIEEIDGLQLVKKLAKIMEEMFHKKSEAVRRLVEAAEEAHLKHEFDADLQYEYFNAVLINERDKDGNFLELGKEFILAPNDHFNNLPVNISLSDVQVPTNMYNKDPAIVNGVYWSESLNKVFVDNFDRDPSLIWQYFGSAKGFFRQYPGIKWEPDENGVIAFDCRNRKWYIQAATSPKDVVILVDVSGSMKGLRLTIAKQTVSSILDTLGDDDFFNIITYNEE.... Result: 0 (no interaction).